From a dataset of Full USPTO retrosynthesis dataset with 1.9M reactions from patents (1976-2016). Predict the reactants needed to synthesize the given product. (1) Given the product [OH:3][N:2]=[C:11]1[CH2:12][CH2:13][CH2:14][CH:10]1[CH2:9][CH2:16][C:15]([O:18][CH2:19][CH3:20])=[O:17], predict the reactants needed to synthesize it. The reactants are: Cl.[NH2:2][OH:3].C([O-])(=O)C.[Na+].[CH3:9][CH2:10][CH2:11][CH2:12][CH2:13][CH3:14].[C:15]([O:18][CH2:19][CH3:20])(=[O:17])[CH3:16]. (2) Given the product [C:1]([C:5]1[CH:9]=[C:8]([NH:10][C:11]([NH:13][C@@H:14]2[C:23]3[C:18](=[CH:19][CH:20]=[CH:21][CH:22]=3)[C@H:17]([O:24][C:25]3[CH:26]=[CH:27][C:28]4[N:29]([C:31]([N:34]5[C@H:35]([CH3:41])[CH2:36][CH2:37][CH2:38][C@@H:39]5[CH3:40])=[N:32][N:33]=4)[CH:30]=3)[CH2:16][CH2:15]2)=[O:12])[N:7]([C:42]2[CH:43]=[N:44][N:45]([CH2:47][CH2:48][OH:49])[CH:46]=2)[N:6]=1)([CH3:3])([CH3:4])[CH3:2], predict the reactants needed to synthesize it. The reactants are: [C:1]([C:5]1[CH:9]=[C:8]([NH:10][C:11]([NH:13][C@@H:14]2[C:23]3[C:18](=[CH:19][CH:20]=[CH:21][CH:22]=3)[C@H:17]([O:24][C:25]3[CH:26]=[CH:27][C:28]4[N:29]([C:31]([N:34]5[C@H:39]([CH3:40])[CH2:38][CH2:37][CH2:36][C@@H:35]5[CH3:41])=[N:32][N:33]=4)[CH:30]=3)[CH2:16][CH2:15]2)=[O:12])[N:7]([C:42]2[CH:43]=[N:44][N:45]([CH2:47][CH2:48][O:49]C3CCCCO3)[CH:46]=2)[N:6]=1)([CH3:4])([CH3:3])[CH3:2].C1(C)C=CC(S([O-])(=O)=O)=CC=1.[NH+]1C=CC=CC=1.O.C([O-])(O)=O.[Na+]. (3) Given the product [OH:14][C:13]1[N:12]([C:15]2[CH:23]=[CH:22][C:18]([C:19]([N:55]3[CH2:56][CH2:57][N:52]([CH2:49][CH2:50][CH3:51])[CH2:53][CH2:54]3)=[O:20])=[CH:17][N:16]=2)[N:11]=[CH:10][C:9]=1[C:6]1[CH:7]=[CH:8][C:3]([C:1]#[N:2])=[CH:4][C:5]=1[CH3:24], predict the reactants needed to synthesize it. The reactants are: [C:1]([C:3]1[CH:8]=[CH:7][C:6]([C:9]2[CH:10]=[N:11][N:12]([C:15]3[CH:23]=[CH:22][C:18]([C:19](O)=[O:20])=[CH:17][N:16]=3)[C:13]=2[OH:14])=[C:5]([CH3:24])[CH:4]=1)#[N:2].Cl.C(N=C=NCCCN(C)C)C.C1C=CC2N(O)N=NC=2C=1.Br.Br.[CH2:49]([N:52]1[CH2:57][CH2:56][NH:55][CH2:54][CH2:53]1)[CH2:50][CH3:51].CCN(C(C)C)C(C)C.Cl. (4) Given the product [C:1]([O:5][C:6](=[O:16])[N:7]([CH2:8][C:9]1[CH:14]=[CH:13][CH:12]=[C:11]([Cl:15])[CH:10]=1)[C:22]1[CH:23]=[N:24][CH:25]=[C:20]([Cl:19])[N:21]=1)([CH3:4])([CH3:2])[CH3:3], predict the reactants needed to synthesize it. The reactants are: [C:1]([O:5][C:6](=[O:16])[NH:7][CH2:8][C:9]1[CH:14]=[CH:13][CH:12]=[C:11]([Cl:15])[CH:10]=1)([CH3:4])([CH3:3])[CH3:2].[H-].[Na+].[Cl:19][C:20]1[CH:25]=[N:24][CH:23]=[C:22](Cl)[N:21]=1.C(OCC)(=O)C.